This data is from Experimentally validated miRNA-target interactions with 360,000+ pairs, plus equal number of negative samples. The task is: Binary Classification. Given a miRNA mature sequence and a target amino acid sequence, predict their likelihood of interaction. The miRNA is hsa-miR-510-3p with sequence AUUGAAACCUCUAAGAGUGGA. The protein sequence of the target gene is MTLKWTSVLLLIHLSCYFSSGSCGKVLVWAAEYSHWMNMKTILKELVQRGHEVTVLASSASILFDPNDASTLKFEVYPTSLTKTEFENIIMQQVKRWSDIRKDSFWLYFSQEQEILWELYDIFRNFCKDVVSNKKVMKKLQESRFDIVFADAVFPCGELLAALLNIRFVYSLRFTPGYTIERHSGGLIFPPSYIPIVMSKLSDQMTFMERVKNMIYVLYFDFWFQMSDMKKWDQFYSEVLGRPTTLFETMGKADIWLMRNSWSFQFPHPFLPNVDFVGGFHCKPAKPLPKEMEEFVQSSG.... Result: 1 (interaction).